The task is: Predict the reaction yield, written as a fraction of the theoretical maximum amount of product (1.0 means a 100% yield; for example, 0.34 means a 34% yield).. This data is from Reaction yield outcomes from USPTO patents with 853,638 reactions. (1) The reactants are Cl.[NH2:2][OH:3].O.O.O.C([O-])(=O)C.[Na+].[CH2:12]([C:14]1[N:15]([CH2:22][CH2:23][O:24][C:25]2[CH:32]=[CH:31][C:28]([CH:29]=O)=[CH:27][CH:26]=2)[C:16](=[O:21])[CH:17]=[C:18]([CH3:20])[N:19]=1)[CH3:13]. The catalyst is O.C(O)C. The product is [CH2:12]([C:14]1[N:15]([CH2:22][CH2:23][O:24][C:25]2[CH:32]=[CH:31][C:28]([CH:29]=[N:2][OH:3])=[CH:27][CH:26]=2)[C:16](=[O:21])[CH:17]=[C:18]([CH3:20])[N:19]=1)[CH3:13]. The yield is 0.900. (2) The reactants are [CH3:1][N:2]([CH3:27])[C:3](=[O:26])[CH2:4][C:5]1[CH:10]=[C:9]([CH3:11])[CH:8]=[CH:7][C:6]=1[NH:12][C:13]1[CH:18]=[CH:17][C:16]([CH:19]=[CH2:20])=[C:15]([C:21]([F:24])([F:23])[F:22])[C:14]=1[F:25].C([O-])([O-])=O.[Cs+].[Cs+].C1C=CC(P(C2C=CC=CC=2)CCCP(C2C=CC=CC=2)C2C=CC=CC=2)=CC=1. The catalyst is CC(O)C. The product is [CH3:27][N:2]([CH3:1])[C:3](=[O:26])[CH2:4][C:5]1[CH:10]=[C:9]([CH3:11])[CH:8]=[CH:7][C:6]=1[NH:12][C:13]1[CH:18]=[CH:17][C:16]([CH2:19][CH3:20])=[C:15]([C:21]([F:22])([F:23])[F:24])[C:14]=1[F:25]. The yield is 0.300. (3) The reactants are [Cl:1][C:2]1[CH:9]=[CH:8][CH:7]=[CH:6][C:3]=1[CH2:4]Cl.[OH-].[Na+].[NH:12]1[CH2:17][CH2:16][O:15][CH2:14][CH2:13]1. The catalyst is C1(C)C=CC=CC=1. The product is [O:15]1[CH2:16][CH2:17][N:12]([CH2:4][C:3]2[CH:6]=[CH:7][CH:8]=[CH:9][C:2]=2[Cl:1])[CH2:13][CH2:14]1. The yield is 0.989.